This data is from Reaction yield outcomes from USPTO patents with 853,638 reactions. The task is: Predict the reaction yield, written as a fraction of the theoretical maximum amount of product (1.0 means a 100% yield; for example, 0.34 means a 34% yield). (1) The reactants are [Br:1][C:2]1[CH:10]=[CH:9][C:5]([C:6](O)=[O:7])=[C:4]([CH3:11])[CH:3]=1.[H-].[Al+3].[Li+].[H-].[H-].[H-]. The catalyst is CCOCC.O. The product is [Br:1][C:2]1[CH:10]=[CH:9][C:5]([CH2:6][OH:7])=[C:4]([CH3:11])[CH:3]=1. The yield is 0.800. (2) The reactants are Br[C:2]1[CH:3]=[C:4]([C:14]([NH:16][CH2:17][C:18]2[C:19](=[O:28])[NH:20][C:21]([CH3:27])=[CH:22][C:23]=2[CH2:24][CH2:25][CH3:26])=[O:15])[C:5]2[CH:6]=[N:7][N:8]([CH:11]([CH3:13])[CH3:12])[C:9]=2[CH:10]=1.[ClH:29].[CH3:30][N:31]([CH2:33][C:34]1[CH:39]=[CH:38][C:37](B2OC(C)(C)C(C)(C)O2)=[CH:36][CH:35]=1)[CH3:32].P([O-])([O-])([O-])=O.[K+].[K+].[K+].O1CCOCC1. The catalyst is C(Cl)Cl.C1C=CC(P(C2C=CC=CC=2)[C-]2C=CC=C2)=CC=1.C1C=CC(P(C2C=CC=CC=2)[C-]2C=CC=C2)=CC=1.Cl[Pd]Cl.[Fe+2].C(Cl)Cl.O. The product is [ClH:29].[CH3:30][N:31]([CH2:33][C:34]1[CH:39]=[CH:38][C:37]([C:2]2[CH:3]=[C:4]([C:14]([NH:16][CH2:17][C:18]3[C:19](=[O:28])[NH:20][C:21]([CH3:27])=[CH:22][C:23]=3[CH2:24][CH2:25][CH3:26])=[O:15])[C:5]3[CH:6]=[N:7][N:8]([CH:11]([CH3:13])[CH3:12])[C:9]=3[CH:10]=2)=[CH:36][CH:35]=1)[CH3:32]. The yield is 0.850.